Dataset: Forward reaction prediction with 1.9M reactions from USPTO patents (1976-2016). Task: Predict the product of the given reaction. (1) The product is: [CH3:16][S:13]([C:10]1[CH:9]=[CH:8][C:7]([N:5]2[CH:6]=[C:2]([C:23]([F:26])([F:25])[F:24])[N:3]=[C:4]2[C:17]2[CH:22]=[CH:21][CH:20]=[CH:19][N:18]=2)=[CH:12][CH:11]=1)(=[O:14])=[O:15]. Given the reactants O[C:2]1([C:23]([F:26])([F:25])[F:24])[CH2:6][N:5]([C:7]2[CH:12]=[CH:11][C:10]([S:13]([CH3:16])(=[O:15])=[O:14])=[CH:9][CH:8]=2)[C:4]([C:17]2[CH:22]=[CH:21][CH:20]=[CH:19][N:18]=2)=[N:3]1.O.C1(C)C=CC(S(O)(=O)=O)=CC=1, predict the reaction product. (2) Given the reactants [N:1]1([C:7]2[C:8]3[O:15][C:14]4[CH:16]=[CH:17][CH:18]=[CH:19][C:13]=4[C:9]=3[N:10]=[CH:11][N:12]=2)[CH2:6][CH2:5][NH:4][CH2:3][CH2:2]1.N1C=CC=CC=1.[Cl-].[O:27]1[C:31]2[CH:32]=[CH:33][C:34]([CH2:36][NH:37][CH:38]=[S:39])=[CH:35][C:30]=2[O:29][CH2:28]1.CO, predict the reaction product. The product is: [O:27]1[C:31]2[CH:32]=[CH:33][C:34]([CH2:36][NH:37][C:38]([N:4]3[CH2:5][CH2:6][N:1]([C:7]4[C:8]5[O:15][C:14]6[CH:16]=[CH:17][CH:18]=[CH:19][C:13]=6[C:9]=5[N:10]=[CH:11][N:12]=4)[CH2:2][CH2:3]3)=[S:39])=[CH:35][C:30]=2[O:29][CH2:28]1. (3) Given the reactants Cl[S:2]([N:5]=[C:6]=[O:7])(=[O:4])=[O:3].[NH:8]1[CH2:12][CH2:11][CH2:10][CH2:9]1.[C:13]([C:17]1[CH:21]=[C:20]([NH:22][C:23]([NH:25][C:26]2[C:35]3[C:30](=[CH:31][CH:32]=[CH:33][CH:34]=3)[CH:29]=[CH:28][CH:27]=2)=[O:24])[N:19]([C:36]2[CH:41]=[CH:40][CH:39]=[C:38]([OH:42])[CH:37]=2)[N:18]=1)([CH3:16])([CH3:15])[CH3:14].C(N(CC)CC)C.Cl.[Na+].[Cl-], predict the reaction product. The product is: [C:13]([C:17]1[CH:21]=[C:20]([NH:22][C:23]([NH:25][C:26]2[C:35]3[C:30](=[CH:31][CH:32]=[CH:33][CH:34]=3)[CH:29]=[CH:28][CH:27]=2)=[O:24])[N:19]([C:36]2[CH:37]=[C:38]([O:42][S:2](=[O:4])(=[O:3])[NH:5][C:6]([N:8]3[CH2:12][CH2:11][CH2:10][CH2:9]3)=[O:7])[CH:39]=[CH:40][CH:41]=2)[N:18]=1)([CH3:16])([CH3:14])[CH3:15]. (4) Given the reactants [NH:1]1[CH2:6][CH2:5][O:4][CH2:3][CH2:2]1.[I-].[K+].[CH3:9][C:10]1[CH:15]=[C:14]([CH3:16])[CH:13]=[CH:12][C:11]=1[N:17]([CH2:31][CH:32]([CH3:34])[CH3:33])[S:18]([C:21]1[CH:26]=[CH:25][C:24]([O:27][CH2:28][CH2:29]O)=[CH:23][CH:22]=1)(=[O:20])=[O:19].O, predict the reaction product. The product is: [CH3:9][C:10]1[CH:15]=[C:14]([CH3:16])[CH:13]=[CH:12][C:11]=1[N:17]([CH2:31][CH:32]([CH3:33])[CH3:34])[S:18]([C:21]1[CH:22]=[CH:23][C:24]([O:27][CH2:28][CH2:29][N:1]2[CH2:6][CH2:5][O:4][CH2:3][CH2:2]2)=[CH:25][CH:26]=1)(=[O:20])=[O:19]. (5) The product is: [CH3:25][C@H:26]1[CH2:30][CH2:29][CH2:28][N:27]1[C@H:31]1[CH2:35][CH2:34][N:33]([C:8]2[CH:9]=[C:10]3[C:15](=[CH:16][CH:17]=2)[C:14](=[O:18])[N:13]([CH:19]2[CH2:24][CH2:23][O:22][CH2:21][CH2:20]2)[CH2:12][CH2:11]3)[CH2:32]1. Given the reactants CC(C)([O-])C.[Na+].Cl[C:8]1[CH:9]=[C:10]2[C:15](=[CH:16][CH:17]=1)[C:14](=[O:18])[N:13]([CH:19]1[CH2:24][CH2:23][O:22][CH2:21][CH2:20]1)[CH2:12][CH2:11]2.[CH3:25][C@H:26]1[CH2:30][CH2:29][CH2:28][N:27]1[C@H:31]1[CH2:35][CH2:34][NH:33][CH2:32]1, predict the reaction product. (6) Given the reactants C[N:2]([CH3:20])[CH:3]=[C:4]([C:10](=[O:19])[C:11]1[CH:16]=[C:15]([I:17])[CH:14]=[CH:13][C:12]=1F)[C:5]([O:7][CH2:8][CH3:9])=[O:6].N[C@@H](C(C)(C)C)[CH2:23][OH:24].[CH2:29]1COCC1, predict the reaction product. The product is: [OH:24][CH2:23][C@H:20]([N:2]1[C:12]2[C:11](=[CH:16][C:15]([I:17])=[CH:14][CH:13]=2)[C:10](=[O:19])[C:4]([C:5]([O:7][CH2:8][CH3:9])=[O:6])=[CH:3]1)[CH3:29]. (7) Given the reactants [Se].S(Cl)(Cl)(=O)=O.[Se:7](Cl)Cl.Br[C:11]1[C:12]([C:27]2[C:36](Br)=[CH:35][C:34]3[C:29](=[CH:30][CH:31]=[C:32]([CH2:38][CH2:39][CH2:40][CH2:41][CH2:42][CH3:43])[CH:33]=3)[CH:28]=2)=[CH:13][C:14]2[C:19]([CH:20]=1)=[CH:18][C:17]([CH2:21][CH2:22][CH2:23][CH2:24][CH2:25][CH3:26])=[CH:16][CH:15]=2.C([Li])(C)(C)C, predict the reaction product. The product is: [CH2:38]([C:32]1[CH:31]=[C:30]2[C:35]([CH:36]=[C:27]3[C:12]4[CH:13]=[C:14]5[C:19](=[CH:20][C:11]=4[Se:7][C:28]3=[CH:29]2)[CH:18]=[C:17]([CH2:21][CH2:22][CH2:23][CH2:24][CH2:25][CH3:26])[CH:16]=[CH:15]5)=[CH:34][CH:33]=1)[CH2:39][CH2:40][CH2:41][CH2:42][CH3:43]. (8) Given the reactants [C:1]1([CH3:11])[CH:6]=[CH:5][C:4]([S:7](Cl)(=[O:9])=[O:8])=[CH:3][CH:2]=1.[F:12][C:13]1([CH2:26][OH:27])[CH2:18][CH2:17][N:16]([C:19]([O:21][C:22]([CH3:25])([CH3:24])[CH3:23])=[O:20])[CH2:15][CH2:14]1.C(N(CC)CC)C, predict the reaction product. The product is: [F:12][C:13]1([CH2:26][O:27][S:7]([C:4]2[CH:5]=[CH:6][C:1]([CH3:11])=[CH:2][CH:3]=2)(=[O:9])=[O:8])[CH2:14][CH2:15][N:16]([C:19]([O:21][C:22]([CH3:23])([CH3:24])[CH3:25])=[O:20])[CH2:17][CH2:18]1. (9) Given the reactants CON(C)[C:4](=[O:47])[CH2:5][C@H:6]1[CH2:11][C@H:10]([C:12]2[CH:17]=[CH:16][C:15]([O:18][CH3:19])=[CH:14][CH:13]=2)[C@@H:9]([O:20][CH2:21][C:22]2[CH:23]=[CH:24][C:25]3[O:30][CH2:29][CH2:28][N:27]([CH2:31][CH2:32][CH2:33][O:34][CH3:35])[C:26]=3[CH:36]=2)[CH2:8][N:7]1[S:37]([C:40]1[CH:45]=[CH:44][C:43]([CH3:46])=[CH:42][CH:41]=1)(=[O:39])=[O:38].[CH:49]([Mg]Br)=[CH2:50], predict the reaction product. The product is: [CH3:19][O:18][C:15]1[CH:16]=[CH:17][C:12]([C@@H:10]2[C@@H:9]([O:20][CH2:21][C:22]3[CH:23]=[CH:24][C:25]4[O:30][CH2:29][CH2:28][N:27]([CH2:31][CH2:32][CH2:33][O:34][CH3:35])[C:26]=4[CH:36]=3)[CH2:8][N:7]([S:37]([C:40]3[CH:45]=[CH:44][C:43]([CH3:46])=[CH:42][CH:41]=3)(=[O:38])=[O:39])[C@@H:6]([CH2:5][C:4](=[O:47])[CH:49]=[CH2:50])[CH2:11]2)=[CH:13][CH:14]=1.